The task is: Predict the reaction yield, written as a fraction of the theoretical maximum amount of product (1.0 means a 100% yield; for example, 0.34 means a 34% yield).. This data is from Reaction yield outcomes from USPTO patents with 853,638 reactions. (1) The reactants are [CH2:1](I)[CH3:2].[C:4]([C:8]1[CH:9]=[C:10]([C:26](=[O:28])[CH3:27])[CH:11]=[C:12]([N:16]2[CH2:20][C@H:19]([O:21][CH2:22][O:23][CH3:24])[C@@H:18]([OH:25])[CH2:17]2)[C:13]=1[O:14][CH3:15])([CH3:7])([CH3:6])[CH3:5].C1(C)C=CC=CC=1.C(OCC)(=O)C. The catalyst is [Br-].C([N+](CCCC)(CCCC)CCCC)CCC.O. The product is [C:4]([C:8]1[CH:9]=[C:10]([C:26](=[O:28])[CH3:27])[CH:11]=[C:12]([N:16]2[CH2:20][C@H:19]([O:21][CH2:22][O:23][CH3:24])[C@@H:18]([O:25][CH2:1][CH3:2])[CH2:17]2)[C:13]=1[O:14][CH3:15])([CH3:7])([CH3:5])[CH3:6]. The yield is 0.730. (2) The reactants are [Cl:1][C:2]1[CH:7]=[CH:6][C:5]([CH:8]=[CH:9][S:10](Cl)(=[O:12])=[O:11])=[C:4]([O:14][CH3:15])[CH:3]=1.[NH2:16][C:17]1[CH:22]=[CH:21][C:20]([CH3:23])=[CH:19][C:18]=1[S:24]([NH2:27])(=[O:26])=[O:25]. The catalyst is N1C=CC=CC=1. The product is [Cl:1][C:2]1[CH:7]=[CH:6][C:5]([CH:8]=[CH:9][S:10]([NH:16][C:17]2[CH:22]=[CH:21][C:20]([CH3:23])=[CH:19][C:18]=2[S:24]([NH2:27])(=[O:25])=[O:26])(=[O:12])=[O:11])=[C:4]([O:14][CH3:15])[CH:3]=1. The yield is 0.540. (3) The reactants are [CH:1]1([CH2:4][N:5]([S:18]([C:21]2[S:22][CH:23]=[CH:24][CH:25]=2)(=[O:20])=[O:19])[C:6]2[CH:7]=[CH:8][CH:9]=[C:10]3[C:14]=2[NH:13][C:12]([C:15](=[S:17])[NH2:16])=[CH:11]3)[CH2:3][CH2:2]1.Br[CH:27]([CH:30]=O)[CH:28]=[O:29].CN(C)C(=O)C. The catalyst is O. The product is [CH:1]1([CH2:4][N:5]([C:6]2[CH:7]=[CH:8][CH:9]=[C:10]3[C:14]=2[NH:13][C:12]([C:15]2[S:17][C:27]([CH2:28][OH:29])=[CH:30][N:16]=2)=[CH:11]3)[S:18]([C:21]2[S:22][CH:23]=[CH:24][CH:25]=2)(=[O:19])=[O:20])[CH2:3][CH2:2]1. The yield is 0.500. (4) The reactants are C([O-])([O-])=O.[K+].[K+].[CH2:7]([O:9][C:10](=[O:23])[C:11]1[CH:16]=[C:15](I)[C:14]([O:18][CH2:19][CH2:20][OH:21])=[C:13]([Br:22])[CH:12]=1)[CH3:8].[CH3:24][O:25][C:26]1[CH:27]=[C:28](B(O)O)[CH:29]=[CH:30][CH:31]=1.C(Cl)Cl.B(O)O. The catalyst is O.O1CCOCC1. The product is [CH2:7]([O:9][C:10](=[O:23])[C:11]1[CH:16]=[C:15]([C:30]2[CH:29]=[CH:28][CH:27]=[C:26]([O:25][CH3:24])[CH:31]=2)[C:14]([O:18][CH2:19][CH2:20][OH:21])=[C:13]([Br:22])[CH:12]=1)[CH3:8]. The yield is 0.100. (5) The reactants are [C:1]([N:4]1[CH2:9][CH2:8][CH:7]([C:10]2[O:11][C:12]3[C:13](=[C:15]([C:27]#[N:28])[C:16]([CH3:26])=[C:17]([C:20]4[CH:25]=[CH:24][CH:23]=[CH:22][CH:21]=4)[C:18]=3F)[N:14]=2)[CH2:6][CH2:5]1)(=[O:3])[CH3:2].C(N(CC)CC)C.[CH3:36][N:37]([CH3:43])[C@H:38]1[CH2:42][CH2:41][NH:40][CH2:39]1. The catalyst is CS(C)=O. The product is [C:1]([N:4]1[CH2:9][CH2:8][CH:7]([C:10]2[O:11][C:12]3[C:13](=[C:15]([C:27]#[N:28])[C:16]([CH3:26])=[C:17]([C:20]4[CH:25]=[CH:24][CH:23]=[CH:22][CH:21]=4)[C:18]=3[N:40]3[CH2:41][CH2:42][C@H:38]([N:37]([CH3:43])[CH3:36])[CH2:39]3)[N:14]=2)[CH2:6][CH2:5]1)(=[O:3])[CH3:2]. The yield is 0.250. (6) The yield is 0.620. The product is [C:1]([O:5][C@@H:6]([C:11]1[C:12]([C:30]2[CH:31]=[CH:32][C:27]([Cl:26])=[CH:28][CH:29]=2)=[C:13]2[C:20]3[CH2:21][CH2:22][CH2:23][CH2:24][C:19]=3[S:18][C:14]2=[N:15][C:16]=1[CH3:17])[C:7]([O:9][CH3:10])=[O:8])([CH3:4])([CH3:3])[CH3:2]. The catalyst is O1CCOCC1.C1(P(C2C=CC=CC=2)C2C=CC=CC=2)C=CC=CC=1.C1(P(C2C=CC=CC=2)C2C=CC=CC=2)C=CC=CC=1.C1(P(C2C=CC=CC=2)C2C=CC=CC=2)C=CC=CC=1.C1(P(C2C=CC=CC=2)C2C=CC=CC=2)C=CC=CC=1.[Pd]. The reactants are [C:1]([O:5][C@@H:6]([C:11]1[C:12](I)=[C:13]2[C:20]3[CH2:21][CH2:22][CH2:23][CH2:24][C:19]=3[S:18][C:14]2=[N:15][C:16]=1[CH3:17])[C:7]([O:9][CH3:10])=[O:8])([CH3:4])([CH3:3])[CH3:2].[Cl:26][C:27]1[CH:32]=[CH:31][C:30](B(O)O)=[CH:29][CH:28]=1.C(N(C(C)C)C(C)C)C.O. (7) The catalyst is CN(C=O)C. The yield is 0.790. The reactants are [H-].[Na+].[CH3:3][N:4]1[C:8]([CH2:9][OH:10])=[N:7][C:6]([N:11]2[CH2:15][CH2:14][CH2:13][CH2:12]2)=[N:5]1.Cl[C:17]1[CH:18]=[CH:19][C:20]2[N:21]([C:23]([CH3:30])=[C:24]([C:26]([F:29])([F:28])[F:27])[N:25]=2)[N:22]=1.O. The product is [CH3:30][C:23]1[N:21]2[N:22]=[C:17]([O:10][CH2:9][C:8]3[N:4]([CH3:3])[N:5]=[C:6]([N:11]4[CH2:15][CH2:14][CH2:13][CH2:12]4)[N:7]=3)[CH:18]=[CH:19][C:20]2=[N:25][C:24]=1[C:26]([F:28])([F:27])[F:29].